Dataset: HIV replication inhibition screening data with 41,000+ compounds from the AIDS Antiviral Screen. Task: Binary Classification. Given a drug SMILES string, predict its activity (active/inactive) in a high-throughput screening assay against a specified biological target. (1) The compound is CCOC(=O)C(=O)Nc1c(C(C)C)cccc1C(C)C. The result is 0 (inactive). (2) The drug is O=C1c2cc3c(cc2CC12Cc1cc4c(cc1C2=O)CCC4)CCCC3. The result is 0 (inactive). (3) The drug is Cl.NC1CCC(N(CC(=O)O)CC(=O)O)C(N(CC(=O)O)CC(=O)O)C1. The result is 0 (inactive). (4) The result is 0 (inactive). The molecule is Oc1ccc(Cl)cc1-c1nc2ccccc2s1. (5) The molecule is CC(=NNC(=S)N1CC2CCC(CC2)C1)c1cnccn1. The result is 0 (inactive).